From a dataset of Reaction yield outcomes from USPTO patents with 853,638 reactions. Predict the reaction yield, written as a fraction of the theoretical maximum amount of product (1.0 means a 100% yield; for example, 0.34 means a 34% yield). (1) The reactants are Br.C[O:3][C:4]1[C:9]2[C:10](=[O:18])[C:11]3[S:17][CH:16]=[CH:15][C:12]=3[CH2:13][S:14][C:8]=2[CH:7]=[CH:6][CH:5]=1. The catalyst is C(O)(=O)C. The product is [OH:3][C:4]1[C:9]2[C:10](=[O:18])[C:11]3[S:17][CH:16]=[CH:15][C:12]=3[CH2:13][S:14][C:8]=2[CH:7]=[CH:6][CH:5]=1. The yield is 0.900. (2) The reactants are C[O-].[Na+].[C:4]([O:11][CH3:12])(=[O:10])[CH2:5][C:6]([O:8][CH3:9])=[O:7].Br[CH2:14][CH2:15][CH2:16][CH2:17][CH2:18][CH2:19][O:20][C:21]([C:34]1[CH:39]=[CH:38][CH:37]=[CH:36][CH:35]=1)([C:28]1[CH:33]=[CH:32][CH:31]=[CH:30][CH:29]=1)[C:22]1[CH:27]=[CH:26][CH:25]=[CH:24][CH:23]=1.C(O)(=O)CC(CC(O)=O)(C(O)=O)O. The catalyst is CO. The product is [CH3:9][O:8][C:6]([CH:5]([CH2:14][CH2:15][CH2:16][CH2:17][CH2:18][CH2:19][O:20][C:21]([C:34]1[CH:35]=[CH:36][CH:37]=[CH:38][CH:39]=1)([C:22]1[CH:23]=[CH:24][CH:25]=[CH:26][CH:27]=1)[C:28]1[CH:29]=[CH:30][CH:31]=[CH:32][CH:33]=1)[C:4]([O:11][CH3:12])=[O:10])=[O:7]. The yield is 0.560. (3) The reactants are [C:1]([C:5]1[CH:6]=[C:7]([C:16]2[CH:17]=[C:18]([C:28]3[CH:33]=[CH:32][C:31]([C:34]([O:36]CC)=[O:35])=[CH:30][CH:29]=3)[CH:19]=[CH:20][C:21]=2[O:22][CH2:23][CH2:24][CH2:25][CH2:26][OH:27])[CH:8]=[CH:9][C:10]=1[N:11]1[CH2:15][CH2:14][CH2:13][CH2:12]1)([CH3:4])([CH3:3])[CH3:2].[OH-].[Na+]. No catalyst specified. The product is [C:1]([C:5]1[CH:6]=[C:7]([C:16]2[CH:17]=[C:18]([C:28]3[CH:33]=[CH:32][C:31]([C:34]([OH:36])=[O:35])=[CH:30][CH:29]=3)[CH:19]=[CH:20][C:21]=2[O:22][CH2:23][CH2:24][CH2:25][CH2:26][OH:27])[CH:8]=[CH:9][C:10]=1[N:11]1[CH2:12][CH2:13][CH2:14][CH2:15]1)([CH3:4])([CH3:2])[CH3:3]. The yield is 0.560. (4) The reactants are C([Sn](CCCC)(CCCC)[C:6]1[S:7][CH:8]=[CH:9][CH:10]=1)CCC.Br[C:20]1[S:24][C:23]([C:25]2[S:26][C:27](Br)=[C:28]([CH2:30][CH:31]([CH2:42][CH2:43][CH2:44][CH2:45][CH2:46][CH2:47][CH2:48][CH3:49])[CH2:32][CH2:33][CH2:34][CH2:35][CH2:36][CH2:37][CH2:38][CH2:39][CH2:40][CH3:41])[CH:29]=2)=[CH:22][C:21]=1[CH2:51][CH:52]([CH2:63][CH2:64][CH2:65][CH2:66][CH2:67][CH2:68][CH2:69][CH3:70])[CH2:53][CH2:54][CH2:55][CH2:56][CH2:57][CH2:58][CH2:59][CH2:60][CH2:61][CH3:62].CN(C=O)C. The catalyst is C1C=CC([P]([Pd]([P](C2C=CC=CC=2)(C2C=CC=CC=2)C2C=CC=CC=2)([P](C2C=CC=CC=2)(C2C=CC=CC=2)C2C=CC=CC=2)[P](C2C=CC=CC=2)(C2C=CC=CC=2)C2C=CC=CC=2)(C2C=CC=CC=2)C2C=CC=CC=2)=CC=1.O. The product is [CH2:63]([CH:52]([CH2:53][CH2:54][CH2:55][CH2:56][CH2:57][CH2:58][CH2:59][CH2:60][CH2:61][CH3:62])[CH2:51][C:21]1[CH:22]=[C:23]([C:25]2[S:26][C:27]([C:6]3[S:7][CH:8]=[CH:9][CH:10]=3)=[C:28]([CH2:30][CH:31]([CH2:42][CH2:43][CH2:44][CH2:45][CH2:46][CH2:47][CH2:48][CH3:49])[CH2:32][CH2:33][CH2:34][CH2:35][CH2:36][CH2:37][CH2:38][CH2:39][CH2:40][CH3:41])[CH:29]=2)[S:24][C:20]=1[C:6]1[S:7][CH:8]=[CH:9][CH:10]=1)[CH2:64][CH2:65][CH2:66][CH2:67][CH2:68][CH2:69][CH3:70]. The yield is 0.750. (5) The reactants are [NH2:1][C:2]1[CH:3]=[C:4]([C:8]2[CH:9]=[CH:10][CH:11]=[C:12]3[C:17]=2[N:16]=[C:15]([NH:18][C:19]2[CH:24]=[CH:23][C:22]([N:25]4[CH2:30][CH2:29][O:28][CH2:27][CH2:26]4)=[CH:21][C:20]=2[O:31][CH3:32])[N:14]=[CH:13]3)[CH:5]=[CH:6][CH:7]=1.CCN(C(C)C)C(C)C.[C:42](Cl)(=[O:45])[CH:43]=[CH2:44]. The catalyst is C1COCC1.CC(=O)OCC. The product is [CH3:32][O:31][C:20]1[CH:21]=[C:22]([N:25]2[CH2:30][CH2:29][O:28][CH2:27][CH2:26]2)[CH:23]=[CH:24][C:19]=1[NH:18][C:15]1[N:14]=[CH:13][C:12]2[C:17](=[C:8]([C:4]3[CH:3]=[C:2]([NH:1][C:42](=[O:45])[CH:43]=[CH2:44])[CH:7]=[CH:6][CH:5]=3)[CH:9]=[CH:10][CH:11]=2)[N:16]=1. The yield is 0.360.